Dataset: Caco-2 cell permeability data measuring drug intestinal absorption for ~900 compounds. Task: Regression/Classification. Given a drug SMILES string, predict its absorption, distribution, metabolism, or excretion properties. Task type varies by dataset: regression for continuous measurements (e.g., permeability, clearance, half-life) or binary classification for categorical outcomes (e.g., BBB penetration, CYP inhibition). For this dataset (caco2_wang), we predict Y. The drug is C[C@H]1COc2c(N3CCN(C)CC3)c(F)cc3c(=O)c(C(=O)O)cn1c23. The Y is -4.55 log Papp (cm/s).